This data is from Full USPTO retrosynthesis dataset with 1.9M reactions from patents (1976-2016). The task is: Predict the reactants needed to synthesize the given product. (1) Given the product [O:21]([C:16]1[CH:17]=[CH:18][CH:19]=[CH:20][C:15]=1[CH2:14][O:13][C:10]1[CH:11]=[CH:12][C:7]([CH2:6][C:5]2[O:28][N:2]=[C:3]([OH:29])[CH:4]=2)=[CH:8][CH:9]=1)[C:22]1[CH:27]=[CH:26][CH:25]=[CH:24][CH:23]=1, predict the reactants needed to synthesize it. The reactants are: O[NH:2][C:3](=[O:29])[CH2:4][C:5](=[O:28])[CH2:6][C:7]1[CH:12]=[CH:11][C:10]([O:13][CH2:14][C:15]2[CH:20]=[CH:19][CH:18]=[CH:17][C:16]=2[O:21][C:22]2[CH:27]=[CH:26][CH:25]=[CH:24][CH:23]=2)=[CH:9][CH:8]=1. (2) Given the product [NH2:39][C:15]1[N:14]=[C:13]([C:12]2[S:11][C:10]([CH:20]3[CH2:25][CH2:24][O:23][CH2:22][CH2:21]3)=[N:9][C:8]=2[C:7]2[C:2]([Cl:1])=[C:3]([NH:26][S:27]([C:30]3[CH:35]=[C:34]([F:36])[CH:33]=[CH:32][C:31]=3[F:37])(=[O:29])=[O:28])[CH:4]=[CH:5][CH:6]=2)[CH:18]=[CH:17][N:16]=1, predict the reactants needed to synthesize it. The reactants are: [Cl:1][C:2]1[C:7]([C:8]2[N:9]=[C:10]([CH:20]3[CH2:25][CH2:24][O:23][CH2:22][CH2:21]3)[S:11][C:12]=2[C:13]2[CH:18]=[CH:17][N:16]=[C:15](Cl)[N:14]=2)=[CH:6][CH:5]=[CH:4][C:3]=1[NH:26][S:27]([C:30]1[CH:35]=[C:34]([F:36])[CH:33]=[CH:32][C:31]=1[F:37])(=[O:29])=[O:28].[OH-].[NH4+:39]. (3) Given the product [NH2:1][C@@H:2]([C@H:14]([C:16]1[CH:21]=[CH:20][CH:19]=[CH:18][CH:17]=1)[CH3:15])[C:3]([NH:5][C:6]1[CH:11]=[CH:10][C:9]([C:27]#[N:29])=[CH:8][C:7]=1[F:13])=[O:4], predict the reactants needed to synthesize it. The reactants are: [NH2:1][C@@H:2]([C@H:14]([C:16]1[CH:21]=[CH:20][CH:19]=[CH:18][CH:17]=1)[CH3:15])[C:3]([NH:5][C:6]1[CH:11]=[CH:10][C:9](I)=[CH:8][C:7]=1[F:13])=[O:4].O1CCCC1.[CH2:27]([N:29](CC)CC)C.C1(C)C=CC=CC=1. (4) Given the product [CH3:45][C:3]1[CH:8]=[CH:7][C:6]([S:9]([O:12][CH2:13][C@@H:48]2[O:1][C:8]3[CH:3]=[CH:4][CH:5]=[CH:49][C:50]=3[O:51][CH2:52]2)(=[O:11])=[O:10])=[CH:5][CH:4]=1, predict the reactants needed to synthesize it. The reactants are: [OH-:1].[Na+].[C:3]1([CH3:45])[CH:8]=[CH:7][C:6]([S:9]([O:12][CH2:13][C@H:13]([O:12][S:9]([C:6]2[CH:5]=[CH:4][C:3]([CH3:45])=[CH:8][CH:7]=2)(=[O:11])=[O:10])COC2C=CC=C[C:13]=2[O:12][S:9]([C:6]2[CH:5]=[CH:4][C:3]([CH3:45])=[CH:8][CH:7]=2)(=[O:11])=[O:10])(=[O:11])=[O:10])=[CH:5][CH:4]=1.CO.[CH2:48]1[CH2:52][O:51][CH2:50][CH2:49]1.